This data is from Reaction yield outcomes from USPTO patents with 853,638 reactions. The task is: Predict the reaction yield, written as a fraction of the theoretical maximum amount of product (1.0 means a 100% yield; for example, 0.34 means a 34% yield). (1) The reactants are [OH:1][CH:2]1[CH2:7][CH2:6][N:5]([C:8]([O:10][C:11]([CH3:14])([CH3:13])[CH3:12])=[O:9])[CH2:4][CH2:3]1.[H-].[Na+].F[C:18]1[CH:23]=[CH:22][C:21]([S:24][CH3:25])=[CH:20][CH:19]=1. The catalyst is CN(C)C=O.C(OCC)(=O)C. The product is [CH3:25][S:24][C:21]1[CH:22]=[CH:23][CH:18]=[CH:19][C:20]=1[O:1][CH:2]1[CH2:3][CH2:4][N:5]([C:8]([O:10][C:11]([CH3:14])([CH3:13])[CH3:12])=[O:9])[CH2:6][CH2:7]1. The yield is 0.700. (2) The reactants are Br[C:2]1[N:7]=[CH:6][C:5]([NH:8][C:9](=[O:15])[O:10][C:11]([CH3:14])([CH3:13])[CH3:12])=[CH:4][CH:3]=1.Br[C:17]([F:24])([F:23])[C:18]([O:20][CH2:21][CH3:22])=[O:19]. The catalyst is CS(C)=O.O.[Cu]. The product is [C:11]([O:10][C:9]([NH:8][C:5]1[CH:4]=[CH:3][C:2]([C:17]([F:24])([F:23])[C:18]([O:20][CH2:21][CH3:22])=[O:19])=[N:7][CH:6]=1)=[O:15])([CH3:14])([CH3:13])[CH3:12]. The yield is 0.570. (3) The reactants are Cl.[CH2:2]([NH:4][C:5]1[CH:6]=[N:7][O:8][C:9]=1[CH3:10])[CH3:3].C(Cl)Cl.[CH:14]1([C:17](Cl)=[O:18])[CH2:16][CH2:15]1. The catalyst is O. The product is [CH2:2]([N:4]([C:5]1[CH:6]=[N:7][O:8][C:9]=1[CH3:10])[C:17]([CH:14]1[CH2:16][CH2:15]1)=[O:18])[CH3:3]. The yield is 0.690. (4) The reactants are [OH:1][C:2]1[C:7]([C:8]([F:11])([F:10])[F:9])=[C:6]([OH:12])[CH:5]=[CH:4][C:3]=1[C:13](=[O:18])[CH2:14][CH:15]([CH3:17])[CH3:16].[C:19]([O:23][C:24](=[O:35])[NH:25][CH2:26][C:27]1[CH:32]=[CH:31][C:30]([CH2:33]O)=[CH:29][CH:28]=1)([CH3:22])([CH3:21])[CH3:20].C1(P(C2C=CC=CC=2)C2C=CC=CC=2)C=CC=CC=1.N(C(OC(C)C)=O)=NC(OC(C)C)=O. The catalyst is C1(C)C=CC=CC=1. The product is [C:19]([O:23][C:24](=[O:35])[NH:25][CH2:26][C:27]1[CH:28]=[CH:29][C:30]([CH2:33][O:12][C:6]2[CH:5]=[CH:4][C:3]([C:13](=[O:18])[CH2:14][CH:15]([CH3:16])[CH3:17])=[C:2]([OH:1])[C:7]=2[C:8]([F:9])([F:10])[F:11])=[CH:31][CH:32]=1)([CH3:22])([CH3:21])[CH3:20]. The yield is 0.410. (5) The reactants are C([N:4]1[CH:8]=[CH:7][N:6]=[C:5]1[C:9]1[S:13][C:12]([C:14]2[CH:19]=[CH:18][N:17]=[C:16]([NH:20][C:21](=[O:23])[CH3:22])[CH:15]=2)=[N:11][C:10]=1[CH2:24][C:25]1[CH:30]=[CH:29][CH:28]=[CH:27][CH:26]=1)C=C.C1([SiH3])C=CC=CC=1. The catalyst is ClCCl.C(O)(=O)C. The product is [CH2:24]([C:10]1[N:11]=[C:12]([C:14]2[CH:19]=[CH:18][N:17]=[C:16]([NH:20][C:21](=[O:23])[CH3:22])[CH:15]=2)[S:13][C:9]=1[C:5]1[NH:6][CH:7]=[CH:8][N:4]=1)[C:25]1[CH:30]=[CH:29][CH:28]=[CH:27][CH:26]=1. The yield is 0.530. (6) The reactants are [Br:1][C:2]1[C:10]2[C:5](=[CH:6][CH:7]=[C:8]([NH2:11])[CH:9]=2)[NH:4][N:3]=1.[Cl:12][C:13]1[CH:18]=[CH:17][C:16]([CH:19]2[CH2:24][C:23](=[O:25])[NH:22][C:21]([CH3:26])=[C:20]2[C:27](O)=[O:28])=[CH:15][C:14]=1[O:30][CH3:31].C(Cl)CCl.CCN(CC)CC. The catalyst is CN(C=O)C.CCOC(C)=O.Cl. The product is [Br:1][C:2]1[C:10]2[C:5](=[CH:6][CH:7]=[C:8]([NH:11][C:27]([C:20]3[CH:19]([C:16]4[CH:17]=[CH:18][C:13]([Cl:12])=[C:14]([O:30][CH3:31])[CH:15]=4)[CH2:24][C:23](=[O:25])[NH:22][C:21]=3[CH3:26])=[O:28])[CH:9]=2)[NH:4][N:3]=1. The yield is 0.500. (7) The reactants are [N+:1]([C:4]1[CH:12]=[CH:11][CH:10]=[C:9]2[C:5]=1CC[C:8]2=[O:13])([O-:3])=[O:2].[Se](=O)=[O:15].[O:17]1[CH2:22][CH2:21][O:20]CC1. The catalyst is C(O)(=O)C. The product is [OH:15][C:21]1([OH:20])[C:22](=[O:17])[C:5]2[C:9](=[CH:10][CH:11]=[CH:12][C:4]=2[N+:1]([O-:3])=[O:2])[C:8]1=[O:13]. The yield is 1.00. (8) The reactants are [CH3:1][O:2][C:3](=[O:22])[C:4]1[CH:9]=[CH:8][C:7]([N:10]2C(=O)C3C(=CC=CC=3)C2=O)=[N:6][C:5]=1[Cl:21]. The catalyst is N.CO. The product is [CH3:1][O:2][C:3](=[O:22])[C:4]1[CH:9]=[CH:8][C:7]([NH2:10])=[N:6][C:5]=1[Cl:21]. The yield is 0.900. (9) The reactants are [CH2:1]([O:3][C:4](=[O:28])[CH:5]=[CH:6][C:7]1[S:11][C:10]([NH:12][C:13]([N:15]([CH:22]2[CH2:27][CH2:26][CH2:25][CH2:24][CH2:23]2)[CH:16]2[CH2:21][CH2:20][CH2:19][CH2:18][CH2:17]2)=[O:14])=[N:9][CH:8]=1)[CH3:2]. The catalyst is CO.[Pd]. The product is [CH2:1]([O:3][C:4](=[O:28])[CH2:5][CH2:6][C:7]1[S:11][C:10]([NH:12][C:13]([N:15]([CH:16]2[CH2:17][CH2:18][CH2:19][CH2:20][CH2:21]2)[CH:22]2[CH2:27][CH2:26][CH2:25][CH2:24][CH2:23]2)=[O:14])=[N:9][CH:8]=1)[CH3:2]. The yield is 0.470. (10) The reactants are CC([O-])(C)C.[Na+].[NH:7]1[C:15]2[C:10](=[CH:11][CH:12]=[CH:13][CH:14]=2)[CH:9]=[CH:8]1.Br[C:17]1[CH:22]=[CH:21][C:20]([CH3:23])=[CH:19][CH:18]=1. The catalyst is C1C=CC(/C=C/C(/C=C/C2C=CC=CC=2)=O)=CC=1.C1C=CC(/C=C/C(/C=C/C2C=CC=CC=2)=O)=CC=1.C1C=CC(/C=C/C(/C=C/C2C=CC=CC=2)=O)=CC=1.[Pd].[Pd].C1(C)C=CC=CC=1. The product is [CH3:23][C:20]1[CH:21]=[CH:22][C:17]([N:7]2[C:15]3[C:10](=[CH:11][CH:12]=[CH:13][CH:14]=3)[CH:9]=[CH:8]2)=[CH:18][CH:19]=1. The yield is 0.940.